From a dataset of Reaction yield outcomes from USPTO patents with 853,638 reactions. Predict the reaction yield, written as a fraction of the theoretical maximum amount of product (1.0 means a 100% yield; for example, 0.34 means a 34% yield). (1) The catalyst is C1COCC1.C(OCC)(=O)C.CO. The product is [F:16][C:2]1([F:1])[CH2:8][N:7]([C:9]([O:11][C:12]([CH3:13])([CH3:15])[CH3:14])=[O:10])[CH2:6][CH2:5][N:4]([CH3:17])[CH2:3]1. The reactants are [F:1][C:2]1([F:16])[CH2:8][N:7]([C:9]([O:11][C:12]([CH3:15])([CH3:14])[CH3:13])=[O:10])[CH2:6][CH2:5][NH:4][CH2:3]1.[C:17]([BH3-])#N.[Na+].C=O.C(O)(=O)C. The yield is 0.980. (2) The reactants are [F:1][C:2]1[C:7]([NH2:8])=[CH:6][CH:5]=[C:4]([F:9])[C:3]=1[NH:10][C:11]1[C:16]([C:17]2[N:25]=[CH:24][N:23]=[C:22]3[C:18]=2[N:19]=[CH:20][N:21]3[CH:26]2[CH2:31][CH2:30][CH2:29][CH2:28][O:27]2)=[CH:15][CH:14]=[CH:13][N:12]=1.[Cl:32][C:33]1[C:34]([CH3:43])=[C:35]([S:39](Cl)(=[O:41])=[O:40])[CH:36]=[CH:37][CH:38]=1.N1C=CC=CC=1. The catalyst is ClCCl. The product is [Cl:32][C:33]1[C:34]([CH3:43])=[C:35]([S:39]([NH:8][C:7]2[CH:6]=[CH:5][C:4]([F:9])=[C:3]([NH:10][C:11]3[C:16]([C:17]4[N:25]=[CH:24][N:23]=[C:22]5[C:18]=4[N:19]=[CH:20][N:21]5[CH:26]4[CH2:31][CH2:30][CH2:29][CH2:28][O:27]4)=[CH:15][CH:14]=[CH:13][N:12]=3)[C:2]=2[F:1])(=[O:41])=[O:40])[CH:36]=[CH:37][CH:38]=1. The yield is 0.900. (3) The reactants are C([N:3]([CH2:6][CH3:7])CC)C.[Cl:8][C:9]1[CH:17]=[C:16]2[C:12]([C@@:13]3([C:26]4([CH2:31][CH2:30][C:29]([CH3:33])([CH3:32])[CH2:28][CH2:27]4)[N:25]4[C@@H:20]([C:21](=[O:46])[O:22][C@@H:23]([C:40]5[CH:45]=[CH:44][CH:43]=[CH:42][CH:41]=5)[C@H:24]4C4C=CC=CC=4)[C@@H:19]3[C:47]3[CH:52]=[CH:51][N:50]=[C:49]([Cl:53])[C:48]=3[F:54])[C:14](=[O:18])[NH:15]2)=[CH:11][CH:10]=1.[Cl-].[NH4+].[CH3:57][OH:58]. No catalyst specified. The product is [Cl:8][C:9]1[CH:17]=[C:16]2[C:12]([C:13]3([C@@H:19]([C:47]4[CH:52]=[CH:51][N:50]=[C:49]([Cl:53])[C:48]=4[F:54])[C@H:20]([C:21]([NH:3][C@@H:6]4[CH2:7][CH2:12][C@@H:13]([CH2:14][OH:18])[O:58][CH2:57]4)=[O:46])[N:25]([C@H:24]([C:26]4[CH:31]=[CH:30][CH:29]=[CH:28][CH:27]=4)[C@@H:23]([OH:22])[C:40]4[CH:41]=[CH:42][CH:43]=[CH:44][CH:45]=4)[C:26]43[CH2:31][CH2:30][C:29]([CH3:33])([CH3:32])[CH2:28][CH2:27]4)[C:14](=[O:18])[NH:15]2)=[CH:11][CH:10]=1. The yield is 0.890. (4) The reactants are [F:1][C:2]([F:21])([F:20])[S:3]([O:6][C:7]1[CH2:8][CH2:9][N:10](C(OC(C)(C)C)=O)[CH2:11][CH:12]=1)(=[O:5])=[O:4].[ClH:22]. The catalyst is C1COCC1. The product is [Cl-:22].[F:21][C:2]([F:1])([F:20])[S:3]([O:6][C:7]1[CH2:12][CH2:11][NH2+:10][CH2:9][CH:8]=1)(=[O:5])=[O:4]. The yield is 0.880. (5) The catalyst is O1CCOCC1. The yield is 0.660. The reactants are C(OC([N:8]1[CH2:13][CH2:12][CH:11]([CH2:14][O:15][C:16]2[CH:17]=[C:18]3[C:23](=[CH:24][C:25]=2[O:26][CH3:27])[N:22]=[CH:21][N:20]=[C:19]3[O:28][C:29]2[C:30]([F:38])=[C:31]3[C:35](=[CH:36][CH:37]=2)[NH:34][CH:33]=[CH:32]3)[CH2:10][CH2:9]1)=O)(C)(C)C.Cl. The product is [F:38][C:30]1[C:29]([O:28][C:19]2[C:18]3[C:23](=[CH:24][C:25]([O:26][CH3:27])=[C:16]([O:15][CH2:14][CH:11]4[CH2:12][CH2:13][NH:8][CH2:9][CH2:10]4)[CH:17]=3)[N:22]=[CH:21][N:20]=2)=[CH:37][CH:36]=[C:35]2[C:31]=1[CH:32]=[CH:33][NH:34]2. (6) The reactants are [C:1]([CH:4]([CH:6]([C:8]([O-:10])=[O:9])O)O)([O-])=O.[Cr](O[Cr]([O-])(=O)=O)([O-])(=O)=O.[NH+:20]1[CH:25]=[CH:24][CH:23]=[CH:22][CH:21]=1.[NH+]1C=[CH:30][CH:29]=[CH:28][CH:27]=1.[N+](=[CH2:34])=[N-].[ClH:35]. The catalyst is CN(C)C=O. The product is [CH3:34][O:10][C:8]([C@H:6]([C:4]1[CH:30]=[CH:29][CH:28]=[CH:27][CH:1]=1)[C@@H:25]1[NH:20][CH2:21][CH2:22][CH2:23][CH2:24]1)=[O:9].[ClH:35]. The yield is 0.670.